This data is from Reaction yield outcomes from USPTO patents with 853,638 reactions. The task is: Predict the reaction yield, written as a fraction of the theoretical maximum amount of product (1.0 means a 100% yield; for example, 0.34 means a 34% yield). (1) The reactants are CO[CH:3]([O:21]C)[CH2:4][N:5]([CH3:20])[C:6]([NH:8][C:9]1[CH:14]=[C:13]([C:15]([F:18])([F:17])[F:16])[C:12]([I:19])=[CH:11][N:10]=1)=[O:7]. The catalyst is C(O)(=O)C.O. The product is [OH:21][CH:3]1[CH2:4][N:5]([CH3:20])[C:6](=[O:7])[N:8]1[C:9]1[CH:14]=[C:13]([C:15]([F:16])([F:17])[F:18])[C:12]([I:19])=[CH:11][N:10]=1. The yield is 0.590. (2) The reactants are [Cl:1][CH2:2][C:3]([C:5]1[CH:10]=[CH:9][CH:8]=[CH:7][CH:6]=1)=[O:4].[O:11]=[C:12]([O:30][C@@H:31]1[CH:36]2[CH2:37][CH2:38][N:33]([CH2:34][CH2:35]2)[CH2:32]1)[CH:13]([NH:20][C:21]1[CH:22]=[C:23]([CH:27]=[CH:28][CH:29]=1)[C:24]([OH:26])=[O:25])[C:14]1[CH:19]=[CH:18][CH:17]=[CH:16][CH:15]=1. The catalyst is C(#N)C.CN(C=O)C. The product is [Cl-:1].[C:24]([C:23]1[CH:22]=[C:21]([NH:20][CH:13]([C:14]2[CH:19]=[CH:18][CH:17]=[CH:16][CH:15]=2)[C:12]([O:30][C@@H:31]2[CH:36]3[CH2:37][CH2:38][N+:33]([CH2:2][C:3](=[O:4])[C:5]4[CH:10]=[CH:9][CH:8]=[CH:7][CH:6]=4)([CH2:34][CH2:35]3)[CH2:32]2)=[O:11])[CH:29]=[CH:28][CH:27]=1)([OH:26])=[O:25]. The yield is 0.142.